This data is from Catalyst prediction with 721,799 reactions and 888 catalyst types from USPTO. The task is: Predict which catalyst facilitates the given reaction. (1) Reactant: Br[C:2]1[CH:7]=[CH:6][C:5]([C:8]([OH:18])([CH:15](C)C)[CH2:9][N:10]2[CH:14]=[N:13][CH:12]=[N:11]2)=[CH:4][CH:3]=1.C([O-])([O-])=O.[K+].[K+].[C:25]([C:27]1[CH:32]=[CH:31][C:30]([OH:33])=[CH:29][CH:28]=1)#[N:26].O. Product: [OH:18][C:8]([C:5]1[CH:4]=[CH:3][C:2]([O:33][C:30]2[CH:31]=[CH:32][C:27]([C:25]#[N:26])=[CH:28][CH:29]=2)=[CH:7][CH:6]=1)([CH3:15])[CH2:9][N:10]1[CH:14]=[N:13][CH:12]=[N:11]1. The catalyst class is: 122. (2) Reactant: [CH3:1][O:2][C:3]([C:5]1[N:6]([C:17]2[CH:22]=[CH:21][CH:20]=[C:19]([C:23]([O:25][CH3:26])=[O:24])[CH:18]=2)[C:7]2[C:12]([C:13]=1[CH2:14][CH2:15][OH:16])=[CH:11][CH:10]=[CH:9][CH:8]=2)=[O:4].[S:27](Cl)([C:30]1[CH:36]=[CH:35][C:33]([CH3:34])=[CH:32][CH:31]=1)(=[O:29])=[O:28].C(N(CC)CC)C. Product: [CH3:1][O:2][C:3]([C:5]1[N:6]([C:17]2[CH:22]=[CH:21][CH:20]=[C:19]([C:23]([O:25][CH3:26])=[O:24])[CH:18]=2)[C:7]2[C:12]([C:13]=1[CH2:14][CH2:15][O:16][S:27]([C:30]1[CH:36]=[CH:35][C:33]([CH3:34])=[CH:32][CH:31]=1)(=[O:29])=[O:28])=[CH:11][CH:10]=[CH:9][CH:8]=2)=[O:4]. The catalyst class is: 4. (3) Reactant: C([O:4][CH2:5][CH2:6][CH2:7][CH2:8][CH2:9][CH2:10][CH2:11][C:12]1[S:38][C:15]2[N:16]=[CH:17][N:18]([CH2:21][C:22]([C:30]3[CH:35]=[CH:34][C:33]([F:36])=[CH:32][C:31]=3[F:37])([OH:29])[CH2:23][N:24]3[CH:28]=[N:27][CH:26]=[N:25]3)[C:19](=[O:20])[C:14]=2[CH:13]=1)(=O)C.C(=O)([O-])[O-].[K+].[K+]. Product: [F:37][C:31]1[CH:32]=[C:33]([F:36])[CH:34]=[CH:35][C:30]=1[C:22]([OH:29])([CH2:23][N:24]1[CH:28]=[N:27][CH:26]=[N:25]1)[CH2:21][N:18]1[C:19](=[O:20])[C:14]2[CH:13]=[C:12]([CH2:11][CH2:10][CH2:9][CH2:8][CH2:7][CH2:6][CH2:5][OH:4])[S:38][C:15]=2[N:16]=[CH:17]1. The catalyst class is: 24. (4) Reactant: Br[C:2]1[C:3]([CH3:23])=[N:4][N:5]([CH2:14][C:15]2[CH:16]=[CH:17][C:18]([O:21][CH3:22])=[N:19][CH:20]=2)[C:6]=1[C:7]1[CH:12]=[CH:11][C:10]([F:13])=[CH:9][CH:8]=1.CC1(C)C(C)(C)OB([C:32]2[CH:33]=[CH:34][C:35]3[O:40][CH2:39][C:38](=[O:41])[NH:37][C:36]=3[CH:42]=2)O1.C(=O)([O-])[O-].[Cs+].[Cs+]. Product: [F:13][C:10]1[CH:11]=[CH:12][C:7]([C:6]2[N:5]([CH2:14][C:15]3[CH:20]=[N:19][C:18]([O:21][CH3:22])=[CH:17][CH:16]=3)[N:4]=[C:3]([CH3:23])[C:2]=2[C:32]2[CH:33]=[CH:34][C:35]3[O:40][CH2:39][C:38](=[O:41])[NH:37][C:36]=3[CH:42]=2)=[CH:8][CH:9]=1. The catalyst class is: 7. (5) Reactant: [NH2:1][C:2]1[C:3]([OH:8])=[N:4][CH:5]=[CH:6][CH:7]=1.[C:9](Cl)([O:11][CH2:12][C:13]1[CH:18]=[CH:17][CH:16]=[CH:15][CH:14]=1)=[O:10].C([O-])([O-])=O.[Na+].[Na+].C(OCC)(=O)C. Product: [OH:8][C:3]1[C:2]([NH:1][C:9](=[O:10])[O:11][CH2:12][C:13]2[CH:18]=[CH:17][CH:16]=[CH:15][CH:14]=2)=[CH:7][CH:6]=[CH:5][N:4]=1. The catalyst class is: 2. (6) Reactant: [CH3:1][S:2]([C:5]1[CH:6]=[C:7]2[C:11](=[CH:12][CH:13]=1)[NH:10][C:9]([C:14]1[O:15][CH:16]=[N:17][N:18]=1)=[CH:8]2)(=[O:4])=[O:3].[H-].[Na+].[F:21][C:22]1[CH:29]=[CH:28][C:25]([CH2:26]Br)=[CH:24][CH:23]=1. Product: [F:21][C:22]1[CH:29]=[CH:28][C:25]([CH2:26][N:10]2[C:11]3[C:7](=[CH:6][C:5]([S:2]([CH3:1])(=[O:3])=[O:4])=[CH:13][CH:12]=3)[CH:8]=[C:9]2[C:14]2[O:15][CH:16]=[N:17][N:18]=2)=[CH:24][CH:23]=1. The catalyst class is: 9. (7) Reactant: [CH3:1][C:2]1[C:7]([CH2:8][Cl:9])=[C:6]([CH3:10])[C:5]([CH3:11])=[C:4]([CH3:12])[C:3]=1[CH3:13].[CH2:14]1[N:19]2[CH2:20][CH2:21][N:16]([CH2:17][CH2:18]2)[CH2:15]1. Product: [Cl-:9].[CH3:1][C:2]1[C:3]([CH3:13])=[C:4]([CH3:12])[C:5]([CH3:11])=[C:6]([CH3:10])[C:7]=1[CH2:8][N+:16]12[CH2:21][CH2:20][N:19]([CH2:18][CH2:17]1)[CH2:14][CH2:15]2. The catalyst class is: 27. (8) Reactant: CCN(C(C)C)C(C)C.[CH2:10]([O:12][C:13]1[C:22]([O:23][CH3:24])=[CH:21][C:20]2[C:19]([C:25]3[CH:33]=[CH:32][C:28]([C:29]([OH:31])=O)=[CH:27][CH:26]=3)=[N:18][C@@H:17]3[CH2:34][CH2:35][S:36][CH2:37][C@@H:16]3[C:15]=2[CH:14]=1)[CH3:11].Cl.[F:39][C:40]1[CH:69]=[C:68]([O:70][CH3:71])[C:67]([O:72][CH3:73])=[CH:66][C:41]=1[CH2:42][N:43]1[C:48]2[CH:49]=[C:50]([C:52]3[CH:57]=[CH:56][CH:55]=[CH:54][CH:53]=3)[S:51][C:47]=2[C:46](=[O:58])[N:45]([CH:59]2[CH2:64][CH2:63][NH:62][CH2:61][CH2:60]2)[C:44]1=[O:65].CN(C(ON1N=NC2C=CC=CC1=2)=[N+](C)C)C.F[P-](F)(F)(F)(F)F.C(=O)(O)[O-].[Na+]. Product: [CH2:10]([O:12][C:13]1[C:22]([O:23][CH3:24])=[CH:21][C:20]2[C:19]([C:25]3[CH:26]=[CH:27][C:28]([C:29]([N:62]4[CH2:61][CH2:60][CH:59]([N:45]5[C:46](=[O:58])[C:47]6[S:51][C:50]([C:52]7[CH:57]=[CH:56][CH:55]=[CH:54][CH:53]=7)=[CH:49][C:48]=6[N:43]([CH2:42][C:41]6[CH:66]=[C:67]([O:72][CH3:73])[C:68]([O:70][CH3:71])=[CH:69][C:40]=6[F:39])[C:44]5=[O:65])[CH2:64][CH2:63]4)=[O:31])=[CH:32][CH:33]=3)=[N:18][C@@H:17]3[CH2:34][CH2:35][S:36][CH2:37][C@@H:16]3[C:15]=2[CH:14]=1)[CH3:11]. The catalyst class is: 2. (9) Reactant: [F:1][C:2]1[CH:3]=[C:4]2[C:12](=[CH:13][CH:14]=1)[N:11]([CH2:15][C:16]1[CH:25]=[CH:24][C:19]([C:20]([O:22][CH3:23])=[O:21])=[CH:18][CH:17]=1)[C:10]1[CH2:9][C:8]([CH3:27])([CH3:26])[C:7](=[CH2:28])[C:6](=[O:29])[C:5]2=1.[CH3:30][C:31]1[NH:32][CH:33]=[CH:34][N:35]=1. Product: [F:1][C:2]1[CH:3]=[C:4]2[C:12](=[CH:13][CH:14]=1)[N:11]([CH2:15][C:16]1[CH:25]=[CH:24][C:19]([C:20]([O:22][CH3:23])=[O:21])=[CH:18][CH:17]=1)[C:10]1[CH2:9][C:8]([CH3:26])([CH3:27])[CH:7]([CH2:28][N:32]3[CH:33]=[CH:34][N:35]=[C:31]3[CH3:30])[C:6](=[O:29])[C:5]2=1. The catalyst class is: 11.